Dataset: Forward reaction prediction with 1.9M reactions from USPTO patents (1976-2016). Task: Predict the product of the given reaction. (1) Given the reactants C(OC([NH:8][CH2:9][CH2:10][NH:11][C:12]1[CH:21]=[CH:20][CH:19]=[C:18]2[C:13]=1[CH:14]=[CH:15][N:16]=[CH:17]2)=O)(C)(C)C.[ClH:22].CO, predict the reaction product. The product is: [ClH:22].[CH:17]1[C:18]2[C:13](=[C:12]([NH:11][CH2:10][CH2:9][NH2:8])[CH:21]=[CH:20][CH:19]=2)[CH:14]=[CH:15][N:16]=1. (2) The product is: [CH:11]1([C:9]2[NH:8][C:4]3=[N:5][CH:6]=[CH:7][C:2]([C:34]4[CH:33]=[CH:32][C:31]([S:28]([NH:27][CH:24]5[CH2:23][CH2:22][S:21](=[O:20])(=[O:46])[CH2:26][CH2:25]5)(=[O:29])=[O:30])=[CH:36][CH:35]=4)=[C:3]3[CH:10]=2)[CH2:13][CH2:12]1. Given the reactants Cl[C:2]1[CH:7]=[CH:6][N:5]=[C:4]2[NH:8][C:9]([CH:11]3[CH2:13][CH2:12]3)=[CH:10][C:3]=12.C(=O)([O-])[O-].[Na+].[Na+].[O:20]=[S:21]1(=[O:46])[CH2:26][CH2:25][CH:24]([NH:27][S:28]([C:31]2[CH:36]=[CH:35][C:34](B3OC(C)(C)C(C)(C)O3)=[CH:33][CH:32]=2)(=[O:30])=[O:29])[CH2:23][CH2:22]1.ClCCl, predict the reaction product. (3) Given the reactants [C:1]([O-:13])(=[O:12])[CH2:2][C:3]([CH2:8][C:9]([O-:11])=[O:10])([C:5]([O-:7])=[O:6])[OH:4].O.O.C([O-])(=O)CC(CC([O-])=O)(C([O-])=O)O.[Na+:29].[Na+].[Na+], predict the reaction product. The product is: [C:1]([O-:13])(=[O:12])[CH2:2][C:3]([CH2:8][C:9]([O-:11])=[O:10])([C:5]([O-:7])=[O:6])[OH:4].[Na+:29].[Na+:29].[Na+:29]. (4) Given the reactants [F:1][C:2]1[CH:7]=[C:6]([I:8])[CH:5]=[CH:4][C:3]=1[NH:9][C:10]1[C:19]2[C:18](=[O:20])[NH:17][CH:16]=[N:15][C:14]=2[N:13]([CH3:21])[C:12](=[O:22])[CH:11]=1.[I-].[K+].C(=O)([O-])[O-].[K+].[K+].Cl[C:32]1[CH:37]=[CH:36][C:35]([N+:38]([O-:40])=[O:39])=[CH:34][C:33]=1[N+:41]([O-:43])=[O:42], predict the reaction product. The product is: [N+:38]([C:35]1[CH:34]=[C:33]([N+:41]([O-:43])=[O:42])[CH:32]=[CH:37][C:36]=1[N:17]1[C:18](=[O:20])[C:19]2[C:10]([NH:9][C:3]3[CH:4]=[CH:5][C:6]([I:8])=[CH:7][C:2]=3[F:1])=[CH:11][C:12](=[O:22])[N:13]([CH3:21])[C:14]=2[N:15]=[CH:16]1)([O-:40])=[O:39]. (5) Given the reactants [CH3:1][N:2]1[CH:6]=[C:5]([C:7]2[C:11]([CH3:12])=[C:10]([NH:13][C:14](=[O:22])OC3C=CC=CC=3)[N:9]([C:23]3[CH:28]=[CH:27][CH:26]=[CH:25][CH:24]=3)[N:8]=2)[CH:4]=[N:3]1.ClCCCl.[CH3:33][O:34][CH2:35][C:36]1[CH:37]=[CH:38][C:39]([C:44]([F:47])([F:46])[F:45])=[C:40]([CH2:42][NH2:43])[CH:41]=1.CCN(C(C)C)C(C)C, predict the reaction product. The product is: [CH3:1][N:2]1[CH:6]=[C:5]([C:7]2[C:11]([CH3:12])=[C:10]([NH:13][C:14]([NH:43][CH2:42][C:40]3[CH:41]=[C:36]([CH2:35][O:34][CH3:33])[CH:37]=[CH:38][C:39]=3[C:44]([F:45])([F:46])[F:47])=[O:22])[N:9]([C:23]3[CH:24]=[CH:25][CH:26]=[CH:27][CH:28]=3)[N:8]=2)[CH:4]=[N:3]1. (6) Given the reactants OC(C(F)(F)F)=O.[CH3:8][N:9]([C:23]1[CH:28]=[CH:27][C:26]([N+:29]([O-:31])=[O:30])=[CH:25][CH:24]=1)[CH2:10][CH2:11]OS(C1C=CC(C)=CC=1)(=O)=O.C(N(CC)CC)C.[NH:39]1[CH2:44][CH2:43][O:42][CH2:41][CH2:40]1, predict the reaction product. The product is: [CH3:8][N:9]([CH2:10][CH2:11][N:39]1[CH2:44][CH2:43][O:42][CH2:41][CH2:40]1)[C:23]1[CH:24]=[CH:25][C:26]([N+:29]([O-:31])=[O:30])=[CH:27][CH:28]=1. (7) Given the reactants [F:1][C:2]([F:14])([F:13])[O:3][C:4]1[CH:12]=[CH:11][C:7]([C:8]([OH:10])=O)=[CH:6][CH:5]=1.CN(C(ON1N=NC2C=CC=NC1=2)=[N+](C)C)C.F[P-](F)(F)(F)(F)F.CCN(C(C)C)C(C)C.[NH2:48][C:49]([CH3:67])([CH2:52][O:53][C:54]1[CH:55]=[CH:56][C:57]2[CH2:61][O:60][B:59]([OH:62])[C:58]=2[C:63]=1[N+:64]([O-])=O)[C:50]#[N:51], predict the reaction product. The product is: [NH2:64][C:63]1[C:58]2[B:59]([OH:62])[O:60][CH2:61][C:57]=2[CH:56]=[CH:55][C:54]=1[O:53][CH2:52][C:49]([NH:48][C:8](=[O:10])[C:7]1[CH:6]=[CH:5][C:4]([O:3][C:2]([F:1])([F:14])[F:13])=[CH:12][CH:11]=1)([C:50]#[N:51])[CH3:67]. (8) The product is: [I:53][C:50]1[CH:51]=[CH:52][C:39]2[N:38]=[CH:37][C@@H:43]3[CH2:44][C:45](=[CH2:47])[CH2:46][N:42]3[C:41](=[O:48])[C:40]=2[CH:49]=1. Given the reactants C(OC(N1C[C@H](O)C[C@H]1CO[Si](C(C)(C)C)(C)C)=O)C=C.C(OC(N1C[C@H](O)C[C@H]1CO)=O)C=C.O[C@H:37]1[C@@H:43]2[CH2:44][C:45](=[CH2:47])[CH2:46][N:42]2[C:41](=[O:48])[C:40]2[CH:49]=[C:50]([I:53])[CH:51]=[CH:52][C:39]=2[N:38]1NC(OCC(Cl)(Cl)Cl)=O.[Si](OC[C@@H]1CC(=C)CN1)(C(C)(C)C)(C)C, predict the reaction product. (9) Given the reactants Br[CH2:2][CH2:3][CH2:4][CH2:5][CH2:6][C:7]1([CH2:17][CH3:18])[C:15]2[C:10](=[CH:11][CH:12]=[CH:13][CH:14]=2)[NH:9][C:8]1=[O:16].[Cl:19][C:20]1[S:28][C:27]2[CH2:26][CH2:25][NH:24][CH2:23][C:22]=2[CH:21]=1, predict the reaction product. The product is: [ClH:19].[Cl:19][C:20]1[S:28][C:27]2[CH2:26][CH2:25][N:24]([CH2:2][CH2:3][CH2:4][CH2:5][CH2:6][C:7]3([CH2:17][CH3:18])[C:15]4[C:10](=[CH:11][CH:12]=[CH:13][CH:14]=4)[NH:9][C:8]3=[O:16])[CH2:23][C:22]=2[CH:21]=1.